This data is from TCR-epitope binding with 47,182 pairs between 192 epitopes and 23,139 TCRs. The task is: Binary Classification. Given a T-cell receptor sequence (or CDR3 region) and an epitope sequence, predict whether binding occurs between them. (1) The epitope is KPLEFGATSAAL. The TCR CDR3 sequence is CASSPGEVGELFF. Result: 1 (the TCR binds to the epitope). (2) Result: 0 (the TCR does not bind to the epitope). The TCR CDR3 sequence is CASSKEGNSNQPQHF. The epitope is LLQTGIHVRVSQPSL. (3) The epitope is SEETGTLIV. The TCR CDR3 sequence is CASSLWGRDLTGELFF. Result: 0 (the TCR does not bind to the epitope). (4) The epitope is YFPLQSYGF. The TCR CDR3 sequence is CASSQVRDDTDTQYF. Result: 1 (the TCR binds to the epitope). (5) The epitope is KLNVGDYFV. The TCR CDR3 sequence is CSVPPPGVGGEEAFF. Result: 1 (the TCR binds to the epitope). (6) The epitope is DRFYKTLRAEQASQEV. The TCR CDR3 sequence is CASSVLTSGTDTQYF. Result: 1 (the TCR binds to the epitope). (7) The epitope is RPPIFIRRL. The TCR CDR3 sequence is CASSLEAGANVLTF. Result: 0 (the TCR does not bind to the epitope). (8) The epitope is ATDALMTGY. The TCR CDR3 sequence is CASSGDSGLSYNEQFF. Result: 0 (the TCR does not bind to the epitope). (9) The epitope is ATDALMTGY. The TCR CDR3 sequence is CASRSGDTNTGELFF. Result: 1 (the TCR binds to the epitope).